Dataset: Reaction yield outcomes from USPTO patents with 853,638 reactions. Task: Predict the reaction yield, written as a fraction of the theoretical maximum amount of product (1.0 means a 100% yield; for example, 0.34 means a 34% yield). The reactants are [CH3:1][CH:2]1[CH2:6][C:5]2[CH:7]=[C:8]([O:38][C:39]([F:42])([F:41])[F:40])[CH:9]=[C:10]([C@H:11]3[CH2:15][O:14][C@:13]4([CH2:21][CH2:20][C@H:19]5[NH:22][C@@:16]4([C:32]4[CH:37]=[CH:36][CH:35]=[CH:34][CH:33]=4)[CH2:17][CH:18]5S(C4C=CC=CC=4)(=O)=O)[CH2:12]3)[C:4]=2[O:3]1.P([O-])([O-])(O)=O.[Na+].[Na+]. The catalyst is [Na].[Hg].CO. The product is [CH3:1][CH:2]1[CH2:6][C:5]2[CH:7]=[C:8]([O:38][C:39]([F:42])([F:40])[F:41])[CH:9]=[C:10]([C@H:11]3[CH2:15][O:14][C@:13]4([CH2:21][CH2:20][C@H:19]5[NH:22][C@@:16]4([C:32]4[CH:37]=[CH:36][CH:35]=[CH:34][CH:33]=4)[CH2:17][CH2:18]5)[CH2:12]3)[C:4]=2[O:3]1. The yield is 0.670.